The task is: Regression. Given a peptide amino acid sequence and an MHC pseudo amino acid sequence, predict their binding affinity value. This is MHC class II binding data.. This data is from Peptide-MHC class II binding affinity with 134,281 pairs from IEDB. The peptide sequence is AYEGQRVVFIQPSPV. The MHC is DRB1_0101 with pseudo-sequence DRB1_0101. The binding affinity (normalized) is 0.551.